Dataset: Catalyst prediction with 721,799 reactions and 888 catalyst types from USPTO. Task: Predict which catalyst facilitates the given reaction. (1) Reactant: C(N(C(C)C)CC)(C)C.Cl.Cl.[F:12][C:13]1[CH:14]=[CH:15][C:16]([CH2:19][NH2:20])=[N:17][CH:18]=1.Cl[C:22]1[C:27]([N+:28]([O-:30])=[O:29])=[CH:26][N:25]=[C:24]([C:31]2[N:35]3[CH:36]=[C:37]([F:40])[CH:38]=[CH:39][C:34]3=[N:33][CH:32]=2)[N:23]=1. Product: [F:40][C:37]1[CH:38]=[CH:39][C:34]2[N:35]([C:31]([C:24]3[N:25]=[C:26]([NH:20][CH2:19][C:16]4[CH:15]=[CH:14][C:13]([F:12])=[CH:18][N:17]=4)[C:27]([N+:28]([O-:30])=[O:29])=[CH:22][N:23]=3)=[CH:32][N:33]=2)[CH:36]=1. The catalyst class is: 7. (2) Reactant: [CH2:1]([S:8]([N:11]1[CH:15]=[CH:14][C:13]([N+:16]([O-])=O)=[CH:12]1)(=[O:10])=[O:9])[C:2]1[CH:7]=[CH:6][CH:5]=[CH:4][CH:3]=1.[H][H]. Product: [CH2:1]([S:8]([N:11]1[CH:15]=[CH:14][C:13]([NH2:16])=[CH:12]1)(=[O:10])=[O:9])[C:2]1[CH:7]=[CH:6][CH:5]=[CH:4][CH:3]=1. The catalyst class is: 171. (3) Reactant: Cl.[C:2]([NH:6][NH2:7])([CH3:5])([CH3:4])[CH3:3].C(O[CH:11]=[C:12]([C:18]#[N:19])[C:13]([O:15][CH2:16][CH3:17])=[O:14])C.C([O-])(=O)C.[Na+]. Product: [CH2:16]([O:15][C:13]([C:12]1[CH:11]=[N:7][N:6]([C:2]([CH3:5])([CH3:4])[CH3:3])[C:18]=1[NH2:19])=[O:14])[CH3:17]. The catalyst class is: 8. (4) The catalyst class is: 3. Reactant: [CH3:1][OH:2].[Na].C[O-].[Na+].[Br:7][C:8]1[CH:9]=[N:10][CH:11]=[C:12](Br)[CH:13]=1. Product: [Br:7][C:8]1[CH:9]=[N:10][CH:11]=[C:12]([O:2][CH3:1])[CH:13]=1. (5) Reactant: [CH3:1][O:2][C:3](=[O:32])[CH2:4][O:5][C:6]1[CH:15]=[CH:14][C:13]([F:16])=[C:12]2[C:7]=1[C:8](=[O:31])[C:9]([CH2:19][C:20]1[CH:25]=[CH:24][C:23]([N:26]3[CH:30]=[CH:29][CH:28]=[N:27]3)=[CH:22][CH:21]=1)=[C:10]([CH2:17][CH3:18])[NH:11]2.CN(C)C=O.C(=O)([O-])[O-].[K+].[K+].Cl[C:45](OC(=O)C)([F:47])[F:46]. Product: [CH3:1][O:2][C:3](=[O:32])[CH2:4][O:5][C:6]1[CH:15]=[CH:14][C:13]([F:16])=[C:12]2[C:7]=1[C:8]([O:31][CH:45]([F:47])[F:46])=[C:9]([CH2:19][C:20]1[CH:25]=[CH:24][C:23]([N:26]3[CH:30]=[CH:29][CH:28]=[N:27]3)=[CH:22][CH:21]=1)[C:10]([CH2:17][CH3:18])=[N:11]2. The catalyst class is: 6. (6) Reactant: [C-:1]#[N:2].[Na+].[Br:4][C:5]1[CH:10]=[CH:9][C:8]([CH2:11]Br)=[CH:7][C:6]=1[F:13]. Product: [Br:4][C:5]1[CH:10]=[CH:9][C:8]([CH2:11][C:1]#[N:2])=[CH:7][C:6]=1[F:13]. The catalyst class is: 97. (7) Reactant: [C:1]1([CH3:16])[CH:6]=[CH:5][C:4]([C:7]2[NH:8][C:9]([C:12]([O:14][CH3:15])=[O:13])=[CH:10][N:11]=2)=[CH:3][CH:2]=1.C([O-])(C)(C)C.[K+].C1(P(C2C=CC=CC=2)(=O)O[NH2:31])C=CC=CC=1. Product: [NH2:31][N:8]1[C:9]([C:12]([O:14][CH3:15])=[O:13])=[CH:10][N:11]=[C:7]1[C:4]1[CH:3]=[CH:2][C:1]([CH3:16])=[CH:6][CH:5]=1. The catalyst class is: 9. (8) Reactant: [Br:1][C:2]1[CH:3]=[N:4][C:5]([N:8]([CH2:10][C@H:11]2[CH2:16][CH2:15][C@H:14]([C:17]([OH:19])=O)[CH2:13][CH2:12]2)[CH3:9])=[N:6][CH:7]=1.C(Cl)(=O)C(Cl)=O.[CH:26]1([NH2:29])[CH2:28][CH2:27]1. Product: [CH:26]1([NH:29][C:17]([C@H:14]2[CH2:13][CH2:12][C@H:11]([CH2:10][N:8]([C:5]3[N:6]=[CH:7][C:2]([Br:1])=[CH:3][N:4]=3)[CH3:9])[CH2:16][CH2:15]2)=[O:19])[CH2:28][CH2:27]1. The catalyst class is: 59.